This data is from Forward reaction prediction with 1.9M reactions from USPTO patents (1976-2016). The task is: Predict the product of the given reaction. Given the reactants [CH2:1]([S:3][CH2:4][N:5]1[C:9]([CH3:10])=[CH:8][C:7]([N+:11]([O-])=O)=[N:6]1)[CH3:2].[H][H], predict the reaction product. The product is: [CH2:1]([S:3][CH2:4][N:5]1[C:9]([CH3:10])=[CH:8][C:7]([NH2:11])=[N:6]1)[CH3:2].